The task is: Predict the product of the given reaction.. This data is from Forward reaction prediction with 1.9M reactions from USPTO patents (1976-2016). (1) Given the reactants [Cl:1][C:2]1[CH:3]=[C:4]([OH:9])[CH:5]=[CH:6][C:7]=1[Cl:8].N1C=CC=CC=1.[CH3:16][O:17][C:18]1[C:27]2[CH2:26][CH:25]([NH:28][C:29](=[O:34])[C:30]([F:33])([F:32])[F:31])[CH2:24][CH2:23][C:22]=2[C:21]([S:35](Cl)(=[O:37])=[O:36])=[CH:20][CH:19]=1, predict the reaction product. The product is: [Cl:1][C:2]1[CH:3]=[C:4]([O:9][S:35]([C:21]2[C:22]3[CH2:23][CH2:24][CH:25]([NH:28][C:29](=[O:34])[C:30]([F:31])([F:32])[F:33])[CH2:26][C:27]=3[C:18]([O:17][CH3:16])=[CH:19][CH:20]=2)(=[O:36])=[O:37])[CH:5]=[CH:6][C:7]=1[Cl:8]. (2) Given the reactants [N+:1]([C:4]1[CH:9]=[CH:8][C:7]([NH:10][CH2:11][CH2:12][CH2:13][CH2:14][CH2:15][CH2:16][OH:17])=[C:6]([CH3:18])[CH:5]=1)([O-])=O.C1(N)C(F)=C(F)C(F)=C(N)C=1F.[ClH:31].Cl, predict the reaction product. The product is: [ClH:31].[ClH:31].[NH2:1][C:4]1[CH:9]=[CH:8][C:7]([NH:10][CH2:11][CH2:12][CH2:13][CH2:14][CH2:15][CH2:16][OH:17])=[C:6]([CH3:18])[CH:5]=1. (3) The product is: [Cl:13][C:4]1[CH:3]=[C:2]([NH:21][CH2:20][C:19]2[CH:22]=[CH:23][C:16]([O:15][CH3:14])=[CH:17][CH:18]=2)[C:7]([C:8]([O:10][CH2:11][CH3:12])=[O:9])=[CH:6][N:5]=1. Given the reactants Cl[C:2]1[C:7]([C:8]([O:10][CH2:11][CH3:12])=[O:9])=[CH:6][N:5]=[C:4]([Cl:13])[CH:3]=1.[CH3:14][O:15][C:16]1[CH:23]=[CH:22][C:19]([CH2:20][NH2:21])=[CH:18][CH:17]=1, predict the reaction product. (4) Given the reactants [CH:1]([C:4]1[CH:5]=[N:6][C:7]([N:10]2[CH2:15][CH2:14][CH:13]([CH2:16][CH2:17][CH2:18][O:19][C:20]3[CH:28]=[CH:27][C:23]([C:24]([OH:26])=O)=[C:22]([CH3:29])[N:21]=3)[CH2:12][CH2:11]2)=[N:8][CH:9]=1)([CH3:3])[CH3:2].[NH2:30][CH:31]([CH2:34][OH:35])[CH2:32][OH:33], predict the reaction product. The product is: [OH:33][CH2:32][CH:31]([NH:30][C:24](=[O:26])[C:23]1[CH:27]=[CH:28][C:20]([O:19][CH2:18][CH2:17][CH2:16][CH:13]2[CH2:12][CH2:11][N:10]([C:7]3[N:8]=[CH:9][C:4]([CH:1]([CH3:2])[CH3:3])=[CH:5][N:6]=3)[CH2:15][CH2:14]2)=[N:21][C:22]=1[CH3:29])[CH2:34][OH:35]. (5) Given the reactants [NH2:1][C:2]1[CH:3]=[C:4]([CH:20]=[CH:21][C:22]=1[Br:23])[C:5]([NH:7][C:8]1[CH:13]=[CH:12][C:11]([C:14]2[CH:19]=[CH:18][CH:17]=[CH:16][CH:15]=2)=[CH:10][CH:9]=1)=[O:6].N1C=CC=CC=1.[Cl:30][CH2:31][C:32](Cl)=[O:33], predict the reaction product. The product is: [C:11]1([C:14]2[CH:19]=[CH:18][CH:17]=[CH:16][CH:15]=2)[CH:10]=[CH:9][C:8]([NH:7][C:5](=[O:6])[C:4]2[CH:20]=[CH:21][C:22]([Br:23])=[C:2]([NH:1][C:32](=[O:33])[CH2:31][Cl:30])[CH:3]=2)=[CH:13][CH:12]=1.